Dataset: Reaction yield outcomes from USPTO patents with 853,638 reactions. Task: Predict the reaction yield, written as a fraction of the theoretical maximum amount of product (1.0 means a 100% yield; for example, 0.34 means a 34% yield). (1) The reactants are [CH2:1]([O:3][C:4]([C:6]1[N:7]([C:18]2[CH:23]=[CH:22][C:21]([O:24][CH:25]([CH3:27])[CH3:26])=[CH:20][CH:19]=2)[C:8]2[C:13]([C:14]=1[S:15][CH3:16])=[CH:12][C:11]([Br:17])=[CH:10][CH:9]=2)=[O:5])[CH3:2].I([O-])(=O)(=O)=[O:29].C([N+](CCCC)(CCCC)CCCC)CCC. The catalyst is [Fe](Cl)(Cl)Cl.C1(C2C3NC(C(C4C=CC=CC=4)=C4N=C(C(C5C=CC=CC=5)=C5NC(=C(C6C=CC=CC=6)C6C=CC=2N=6)C=C5)C=C4)=CC=3)C=CC=CC=1.C(Cl)Cl. The product is [CH2:1]([O:3][C:4]([C:6]1[N:7]([C:18]2[CH:19]=[CH:20][C:21]([O:24][CH:25]([CH3:26])[CH3:27])=[CH:22][CH:23]=2)[C:8]2[C:13]([C:14]=1[S:15]([CH3:16])=[O:29])=[CH:12][C:11]([Br:17])=[CH:10][CH:9]=2)=[O:5])[CH3:2]. The yield is 0.670. (2) The reactants are CSC1C=CC(N[N:10]=[C:11]([C:14]#[N:15])[C:12]#[N:13])=CC=1.[CH3:16][S:17][C:18]1[CH:24]=[CH:23][C:21]([NH2:22])=[CH:20][CH:19]=1.C(#N)CC#N.O.[NH2:31][NH2:32]. No catalyst specified. The product is [CH3:16][S:17][C:18]1[CH:24]=[CH:23][C:21]([NH:22][N:10]=[C:11]2[C:12]([NH2:13])=[N:32][N:31]=[C:14]2[NH2:15])=[CH:20][CH:19]=1. The yield is 0.770. (3) The reactants are [C:1]([OH:9])(=[O:8])[C:2]1[CH:7]=[CH:6][CH:5]=[CH:4][CH:3]=1.[C:10]([OH:18])(=[O:17])[C:11]1[CH:16]=[CH:15][CH:14]=[CH:13][CH:12]=1.[C:19]([OH:27])(=[O:26])[C:20]1[CH:25]=[CH:24][CH:23]=[CH:22][CH:21]=1.Br[C:29]1[CH:38]=[C:37]2[C:32]([CH:33]=[CH:34][N:35]([C@H:40]3[C@H:44]([OH:45])[C@H:43]([OH:46])[C@@H:42]([CH2:47][OH:48])[O:41]3)[C:36]2=[O:39])=[CH:31][CH:30]=1.B1([C:55]2[CH:60]=[CH:59][CH:58]=[N:57][CH:56]=2)OCCCO1.P([O-])([O-])([O-])=O.[K+].[K+].[K+]. The catalyst is COCCOC. The product is [C:1]([OH:9])(=[O:8])[C:2]1[CH:7]=[CH:6][CH:5]=[CH:4][CH:3]=1.[C:10]([OH:18])(=[O:17])[C:11]1[CH:16]=[CH:15][CH:14]=[CH:13][CH:12]=1.[C:19]([OH:27])(=[O:26])[C:20]1[CH:25]=[CH:24][CH:23]=[CH:22][CH:21]=1.[OH:45][C@@H:44]1[C@H:43]([OH:46])[C@@H:42]([CH2:47][OH:48])[O:41][C@H:40]1[N:35]1[CH:34]=[CH:33][C:32]2[C:37](=[CH:38][C:29]([C:55]3[CH:56]=[N:57][CH:58]=[CH:59][CH:60]=3)=[CH:30][CH:31]=2)[C:36]1=[O:39]. The yield is 0.400.